Dataset: Catalyst prediction with 721,799 reactions and 888 catalyst types from USPTO. Task: Predict which catalyst facilitates the given reaction. (1) Reactant: [NH2:1][C@@H:2]([CH:34]1[CH2:39][CH2:38][CH2:37][CH2:36][CH2:35]1)[C:3]([N:5]1[C@H:10]([C:11]([NH:13][C@H:14]2[C:23]3[C:18](=[CH:19][C:20]([F:24])=[CH:21][CH:22]=3)[O:17][CH2:16][CH2:15]2)=[O:12])[CH2:9][N:8]2[CH2:25][C@H:26]([O:28][CH2:29][C:30]([F:33])([F:32])[F:31])[CH2:27][C@@H:7]2[CH2:6]1)=[O:4].C(O[C:45]([N:47](C)[C@H:48]([C:50](O)=[O:51])[CH3:49])=O)(C)(C)C.CN(C(ON1N=NC2C1=CC=CC=2)=[N+](C)C)C.F[P-](F)(F)(F)(F)F.C(N(CC)C(C)C)(C)C.C(OCC)(=O)C.Cl. Product: [CH:34]1([C@H:2]([NH:1][C:50](=[O:51])[C@H:48]([CH3:49])[NH:47][CH3:45])[C:3]([N:5]2[C@H:10]([C:11]([NH:13][C@H:14]3[C:23]4[C:18](=[CH:19][C:20]([F:24])=[CH:21][CH:22]=4)[O:17][CH2:16][CH2:15]3)=[O:12])[CH2:9][N:8]3[CH2:25][C@H:26]([O:28][CH2:29][C:30]([F:31])([F:32])[F:33])[CH2:27][C@@H:7]3[CH2:6]2)=[O:4])[CH2:39][CH2:38][CH2:37][CH2:36][CH2:35]1. The catalyst class is: 288. (2) Product: [Cl:1][C:2]1[N:7]=[C:6]2[N:8]([CH3:16])[C:9](=[O:15])[N:10]([CH2:11][C:29]3([CH3:30])[CH2:19][C:18]3([F:23])[F:22])[C:5]2=[CH:4][CH:3]=1. The catalyst class is: 389. Reactant: [Cl:1][C:2]1[N:7]=[C:6]2[N:8]([CH3:16])[C:9](=[O:15])[N:10]([CH2:11]C(C)=C)[C:5]2=[CH:4][CH:3]=1.Cl[C:18]([F:23])([F:22])[C:19](O)=O.[Na].C(O[CH2:29][CH3:30])(=O)C. (3) Reactant: C(OC([N:8]1[CH2:13][CH2:12][CH:11]([O:14][C:15]2[C:29]([Cl:30])=[CH:28][C:18]3[C:19]([CH3:27])=[C:20]([C:22]([O:24][CH2:25][CH3:26])=[O:23])[O:21][C:17]=3[CH:16]=2)[CH2:10][CH2:9]1)=O)(C)(C)C.[ClH:31]. Product: [CH2:25]([O:24][C:22]([C:20]1[O:21][C:17]2[CH:16]=[C:15]([O:14][CH:11]3[CH2:12][CH2:13][NH:8][CH2:9][CH2:10]3)[C:29]([Cl:30])=[CH:28][C:18]=2[C:19]=1[CH3:27])=[O:23])[CH3:26].[ClH:31]. The catalyst class is: 12. (4) Reactant: O[O:2][S:3]([O-:5])=O.[K+].C([O:9][C:10]([C:12]1[C:16]([CH2:17][CH2:18][CH2:19]SC)=[C:15]([CH:22]=[O:23])[NH:14][C:13]=1[CH3:24])=[O:11])C.[CH3:25]O. Product: [CH:22]([C:15]1[NH:14][C:13]([CH3:24])=[C:12]([C:10]([OH:11])=[O:9])[C:16]=1[CH2:17][CH2:18][CH2:19][S:3]([CH3:25])(=[O:5])=[O:2])=[O:23]. The catalyst class is: 6. (5) Reactant: CC([O-])(C)C.[K+].[CH3:7][O:8][C:9]1[CH:17]=[CH:16][C:12]([CH2:13][C:14]#[N:15])=[CH:11][CH:10]=1.[C:18]1(=[O:24])[CH2:23][CH2:22][CH2:21][CH2:20][CH2:19]1. The catalyst class is: 194. Product: [C:14]([CH:13]([C:12]1[CH:16]=[CH:17][C:9]([O:8][CH3:7])=[CH:10][CH:11]=1)[C:18]1([OH:24])[CH2:23][CH2:22][CH2:21][CH2:20][CH2:19]1)#[N:15]. (6) Reactant: Br[C:2]1[CH:16]=[CH:15][C:5]([O:6][CH2:7][CH2:8][N:9]2[CH2:14][CH2:13][CH2:12][CH2:11][CH2:10]2)=[CH:4][CH:3]=1.C([Li])CCC.C[O:23][C:24]1[CH:33]=[C:32]2[C:27]([C:28]3[CH:38]=[CH:37][C:36]([C:39]4([CH3:44])OCC[O:40]4)=[CH:35][C:29]=3[C:30](=O)[O:31]2)=[CH:26][CH:25]=1.[Li]. Product: [OH:23][C:24]1[CH:33]=[C:32]2[C:27]([C:28]3[CH:38]=[CH:37][C:36]([C:39](=[O:40])[CH3:44])=[CH:35][C:29]=3[CH:30]([C:2]3[CH:16]=[CH:15][C:5]([O:6][CH2:7][CH2:8][N:9]4[CH2:14][CH2:13][CH2:12][CH2:11][CH2:10]4)=[CH:4][CH:3]=3)[O:31]2)=[CH:26][CH:25]=1. The catalyst class is: 20. (7) Reactant: O.O.O.C([O-])(=O)C.[Na+].[C:9]([C:12]1[CH:13]=[C:14]([C:27]#[N:28])[N:15]([S:17]([C:20]2[CH:26]=[CH:25][C:23]([CH3:24])=[CH:22][CH:21]=2)(=[O:19])=[O:18])[CH:16]=1)(=O)[CH3:10].Cl.[NH2:30][NH:31][C:32]([NH2:34])=[O:33]. Product: [C:27]([C:14]1[N:15]([S:17]([C:20]2[CH:26]=[CH:25][C:23]([CH3:24])=[CH:22][CH:21]=2)(=[O:19])=[O:18])[CH:16]=[C:12]([C:9](=[N:30][NH:31][C:32]([NH2:34])=[O:33])[CH3:10])[CH:13]=1)#[N:28]. The catalyst class is: 97. (8) Reactant: [Si]([O:8][C:9]1[C:18]([CH3:19])=[CH:17][C:12]([C:13]([O:15][CH3:16])=[O:14])=[CH:11][C:10]=1[CH2:20][CH2:21][OH:22])(C(C)(C)C)(C)C.[C:23](=O)(O)[O-].[Na+].O(C)S(C(F)(F)F)(=O)=O.[F-].C([N+](CCCC)(CCCC)CCCC)CCC. Product: [OH:8][C:9]1[C:18]([CH3:19])=[CH:17][C:12]([C:13]([O:15][CH3:16])=[O:14])=[CH:11][C:10]=1[CH2:20][CH2:21][O:22][CH3:23]. The catalyst class is: 96. (9) Reactant: [BH4-].[Na+].[C:3]1([C:27]2[CH:32]=[CH:31][CH:30]=[CH:29][CH:28]=2)[CH:8]=[CH:7][CH:6]=[CH:5][C:4]=1[C:9]1[CH:17]=[CH:16][CH:15]=[C:14]2[C:10]=1[CH2:11][CH:12]([CH2:19][C:20]1([CH3:26])[CH2:25][CH2:24][CH2:23][CH2:22][CH2:21]1)[C:13]2=[O:18]. The catalyst class is: 219. Product: [C:3]1([C:27]2[CH:32]=[CH:31][CH:30]=[CH:29][CH:28]=2)[CH:8]=[CH:7][CH:6]=[CH:5][C:4]=1[C:9]1[CH:17]=[CH:16][CH:15]=[C:14]2[C:10]=1[CH2:11][CH:12]([CH2:19][C:20]1([CH3:26])[CH2:21][CH2:22][CH2:23][CH2:24][CH2:25]1)[CH:13]2[OH:18]. (10) Reactant: [Br:1][C:2]1[CH:7]=[C:6]([Cl:8])[C:5]([S:9](Cl)(=[O:11])=[O:10])=[C:4]([Cl:13])[CH:3]=1.[NH2:14][C:15]1[C:16]([CH3:21])=[N:17][O:18][C:19]=1[CH3:20]. Product: [Br:1][C:2]1[CH:7]=[C:6]([Cl:8])[C:5]([S:9]([NH:14][C:15]2[C:16]([CH3:21])=[N:17][O:18][C:19]=2[CH3:20])(=[O:11])=[O:10])=[C:4]([Cl:13])[CH:3]=1. The catalyst class is: 17.